Dataset: Reaction yield outcomes from USPTO patents with 853,638 reactions. Task: Predict the reaction yield, written as a fraction of the theoretical maximum amount of product (1.0 means a 100% yield; for example, 0.34 means a 34% yield). (1) The reactants are [CH2:1]([O:8][C:9]([NH:11][C:12]1([C:18](O)=[O:19])[CH2:17][CH2:16][CH2:15][CH2:14][CH2:13]1)=[O:10])[C:2]1[CH:7]=[CH:6][CH:5]=[CH:4][CH:3]=1.CN1CCOCC1.ClC(OCC(C)C)=O.[BH4-].[Na+]. The catalyst is COCCOC.O. The product is [CH2:1]([O:8][C:9]([NH:11][C:12]1([CH2:18][OH:19])[CH2:13][CH2:14][CH2:15][CH2:16][CH2:17]1)=[O:10])[C:2]1[CH:3]=[CH:4][CH:5]=[CH:6][CH:7]=1. The yield is 1.00. (2) The reactants are [CH3:1][C:2]1[CH:6]=[C:5]([CH3:7])[NH:4][C:3]=1[C:8](=[C:12]1[C:20]2[C:15](=[CH:16][CH:17]=[CH:18][CH:19]=2)[NH:14][C:13]1=[O:21])[C:9](O)=[O:10].[CH2:22]([N:24]([CH2:28][CH3:29])[CH2:25][CH2:26][NH2:27])[CH3:23]. No catalyst specified. The product is [CH2:22]([N:24]([CH2:28][CH3:29])[CH2:25][CH2:26][NH:27][C:9](=[O:10])[C:8]([C:3]1[NH:4][C:5]([CH3:7])=[CH:6][C:2]=1[CH3:1])=[C:12]1[C:20]2[C:15](=[CH:16][CH:17]=[CH:18][CH:19]=2)[NH:14][C:13]1=[O:21])[CH3:23]. The yield is 0.460. (3) The yield is 0.340. The reactants are [Br:1][C:2]1[N:3]=[C:4]2[C:10](I)=[CH:9][N:8]([S:12]([C:15]3[CH:20]=[CH:19][C:18]([CH3:21])=[CH:17][CH:16]=3)(=[O:14])=[O:13])[C:5]2=[N:6][CH:7]=1.[CH3:22][O:23][C:24]1[CH:29]=[CH:28][CH:27]=[CH:26][C:25]=1B(O)O.C(#N)C.C(=O)(O)[O-].[Na+]. The catalyst is Cl[Pd-2](Cl)(P(C1C=CC=CC=1)(C1C=CC=CC=1)C1C=CC=CC=1)P(C1C=CC=CC=1)(C1C=CC=CC=1)C1C=CC=CC=1.C(OCC)(=O)C. The product is [Br:1][C:2]1[N:3]=[C:4]2[C:10]([C:25]3[CH:26]=[CH:27][CH:28]=[CH:29][C:24]=3[O:23][CH3:22])=[CH:9][N:8]([S:12]([C:15]3[CH:20]=[CH:19][C:18]([CH3:21])=[CH:17][CH:16]=3)(=[O:14])=[O:13])[C:5]2=[N:6][CH:7]=1. (4) The reactants are [NH2:1][CH:2]1[CH2:7][CH2:6][CH2:5][CH:4]([C:8]([OH:10])=[O:9])[CH2:3]1.[OH-].[K+].[C:13](=[S:15])=[S:14].Cl[CH2:17][C:18](O)=[O:19]. The catalyst is O. The product is [O:19]=[C:18]1[CH2:17][S:14][C:13](=[S:15])[N:1]1[CH:2]1[CH2:7][CH2:6][CH2:5][CH:4]([C:8]([OH:10])=[O:9])[CH2:3]1. The yield is 0.210. (5) The reactants are [Cl:1][C:2]1[CH:3]=[C:4]([NH2:20])[CH:5]=[C:6]([Cl:19])[C:7]=1[S:8][C:9]1[N:10]=[N:11][C:12](Cl)=[C:13]([CH:15]([CH3:17])[CH3:16])[CH:14]=1.[C:21]([O-])(=[O:23])[CH3:22].[Na+].[OH-:26].[Na+]. The catalyst is C(O)(=O)C. The product is [Cl:1][C:2]1[CH:3]=[C:4]([NH:20][C:21](=[O:23])[CH3:22])[CH:5]=[C:6]([Cl:19])[C:7]=1[S:8][C:9]1[CH:14]=[C:13]([CH:15]([CH3:17])[CH3:16])[C:12](=[O:26])[NH:11][N:10]=1. The yield is 0.990. (6) The reactants are [CH3:1][CH:2]1[CH2:7][C:6](=[O:8])[CH2:5][C:4](=[O:9])[CH2:3]1.C(N(CC)CC)C.[C:17](Cl)(=[O:19])[CH3:18]. The catalyst is C(Cl)Cl. The product is [C:17]([O:8][C:6]1[CH2:7][CH:2]([CH3:1])[CH2:3][C:4](=[O:9])[CH:5]=1)(=[O:19])[CH3:18]. The yield is 0.890. (7) The reactants are Cl[C:2]([O:4][CH2:5][C:6]1[CH:11]=[CH:10][CH:9]=[CH:8][CH:7]=1)=[O:3].Cl.[CH:13]1([N:19]2[C:23]3([CH2:28][CH2:27][NH:26][CH2:25][CH2:24]3)[C:22](=[O:29])[NH:21][CH2:20]2)[CH2:18][CH2:17][CH2:16][CH2:15][CH2:14]1. The catalyst is N1C=CC=CC=1. The product is [CH:13]1([N:19]2[C:23]3([CH2:24][CH2:25][N:26]([C:2]([O:4][CH2:5][C:6]4[CH:11]=[CH:10][CH:9]=[CH:8][CH:7]=4)=[O:3])[CH2:27][CH2:28]3)[C:22](=[O:29])[NH:21][CH2:20]2)[CH2:14][CH2:15][CH2:16][CH2:17][CH2:18]1. The yield is 0.500. (8) The reactants are [CH3:1][O:2][C:3](=[O:16])[C:4]1[CH:9]=[CH:8][C:7]([CH:10]([OH:15])[CH2:11][CH:12]([CH3:14])[CH3:13])=[CH:6][CH:5]=1.[Cr](Cl)([O-])(=O)=O.[NH+]1C=CC=CC=1. The catalyst is ClCCl. The product is [CH3:1][O:2][C:3](=[O:16])[C:4]1[CH:9]=[CH:8][C:7]([C:10](=[O:15])[CH2:11][CH:12]([CH3:14])[CH3:13])=[CH:6][CH:5]=1. The yield is 0.720. (9) The reactants are [CH3:1][C:2]1[O:6][N:5]=[C:4]([C:7]2[CH:12]=[CH:11][CH:10]=[CH:9][CH:8]=2)[C:3]=1[C:13]1[N:14]=[C:15]2[CH:20]=[CH:19][C:18]([NH2:21])=[CH:17][N:16]2[CH:22]=1.[C:23](O)(=[O:30])[C:24]1[CH:29]=[CH:28][CH:27]=[N:26][CH:25]=1. No catalyst specified. The yield is 0.800. The product is [CH3:1][C:2]1[O:6][N:5]=[C:4]([C:7]2[CH:8]=[CH:9][CH:10]=[CH:11][CH:12]=2)[C:3]=1[C:13]1[N:14]=[C:15]2[CH:20]=[CH:19][C:18]([NH:21][C:23](=[O:30])[C:24]3[CH:29]=[CH:28][CH:27]=[N:26][CH:25]=3)=[CH:17][N:16]2[CH:22]=1. (10) The reactants are [NH2:1][C:2]1[N:7]=[CH:6][N:5]=[C:4]2[N:8]([CH:24]3[CH2:29][CH2:28][CH2:27][N:26]([C:30](=[O:34])[CH2:31][C:32]#[N:33])[CH2:25]3)[N:9]=[C:10]([C:11]3[CH:16]=[CH:15][C:14]([O:17][C:18]4[CH:23]=[CH:22][CH:21]=[CH:20][CH:19]=4)=[CH:13][CH:12]=3)[C:3]=12.CO.N1CCCCC1.[CH:43](=O)[C:44]([CH3:47])([CH3:46])[CH3:45]. The catalyst is ClCCl. The product is [NH2:1][C:2]1[N:7]=[CH:6][N:5]=[C:4]2[N:8]([C@@H:24]3[CH2:29][CH2:28][CH2:27][N:26]([C:30]([C:31](=[CH:43][C:44]([CH3:47])([CH3:46])[CH3:45])[C:32]#[N:33])=[O:34])[CH2:25]3)[N:9]=[C:10]([C:11]3[CH:12]=[CH:13][C:14]([O:17][C:18]4[CH:19]=[CH:20][CH:21]=[CH:22][CH:23]=4)=[CH:15][CH:16]=3)[C:3]=12. The yield is 0.260.